Dataset: Forward reaction prediction with 1.9M reactions from USPTO patents (1976-2016). Task: Predict the product of the given reaction. Given the reactants [OH-].[K+].[Cl:3][C:4]1[CH:5]=[C:6]([C:14]2[O:18][N:17]=[C:16]([C:19]3[CH:20]=[CH:21][C:22]([CH2:28][CH2:29][C:30]([O:32]CC)=[O:31])=[C:23]4[C:27]=3[NH:26][CH:25]=[CH:24]4)[N:15]=2)[CH:7]=[CH:8][C:9]=1[O:10][CH:11]([CH3:13])[CH3:12].Br[CH2:36][CH3:37].N1C2C(=CC=CC=2)C=C1.Cl, predict the reaction product. The product is: [Cl:3][C:4]1[CH:5]=[C:6]([C:14]2[O:18][N:17]=[C:16]([C:19]3[CH:20]=[CH:21][C:22]([CH2:28][CH2:29][C:30]([OH:32])=[O:31])=[C:23]4[C:27]=3[N:26]([CH2:36][CH3:37])[CH:25]=[CH:24]4)[N:15]=2)[CH:7]=[CH:8][C:9]=1[O:10][CH:11]([CH3:12])[CH3:13].